From a dataset of Catalyst prediction with 721,799 reactions and 888 catalyst types from USPTO. Predict which catalyst facilitates the given reaction. (1) Reactant: C(O)(C(F)(F)F)=O.[Cl:8][C:9]1[CH:10]=[CH:11][C:12]([O:29][CH3:30])=[C:13]([C:15]2[N:16]=[C:17]([CH3:28])[S:18][C:19]=2[NH:20]C(=O)OC(C)(C)C)[CH:14]=1. Product: [Cl:8][C:9]1[CH:10]=[CH:11][C:12]([O:29][CH3:30])=[C:13]([C:15]2[N:16]=[C:17]([CH3:28])[S:18][C:19]=2[NH2:20])[CH:14]=1. The catalyst class is: 34. (2) Reactant: [OH:1][C@H:2]1[C@@H:7]([CH2:8]/[CH:9]=[C:10](\[CH3:22])/[CH2:11][CH2:12]/[CH:13]=[C:14](\[CH3:21])/[CH2:15][CH2:16][CH:17]=[C:18]([CH3:20])[CH3:19])[C@H:6]([CH3:23])[C:5](=[O:24])[C:4]([O:25][CH3:26])=[C:3]1[O:27][CH3:28].[C:29](OC(=O)C)(=[O:31])[CH3:30]. Product: [C:29]([O:1][CH:2]1[CH:7]([CH2:8]/[CH:9]=[C:10](\[CH3:22])/[CH2:11][CH2:12]/[CH:13]=[C:14](\[CH3:21])/[CH2:15][CH2:16][CH:17]=[C:18]([CH3:20])[CH3:19])[CH:6]([CH3:23])[C:5](=[O:24])[C:4]([O:25][CH3:26])=[C:3]1[O:27][CH3:28])(=[O:31])[CH3:30]. The catalyst class is: 436. (3) Reactant: [OH:1][C:2]1[N:7]=[CH:6][C:5]([NH:8][C:9]([CH3:13])([CH3:12])[C:10]#[N:11])=[CH:4][CH:3]=1.N[C:15]1[CH:22]=[CH:21][C:18]([C:19]#[N:20])=[C:17]([C:23]([F:26])([F:25])[F:24])[CH:16]=1.[C:27](Cl)(Cl)=[S:28].Cl.CN(C)C(=[O:36])C. Product: [OH:1][C:2]1[N:7]=[CH:6][C:5]([N:8]2[C:9]([CH3:13])([CH3:12])[C:10](=[O:36])[N:11]([C:15]3[CH:22]=[CH:21][C:18]([C:19]#[N:20])=[C:17]([C:23]([F:26])([F:25])[F:24])[CH:16]=3)[C:27]2=[S:28])=[CH:4][CH:3]=1. The catalyst class is: 5. (4) Product: [Cl:6][C:7]1[CH:12]=[C:11]([N+:13]([O-:15])=[O:14])[C:10]([O:1][CH2:2][CH3:3])=[CH:9][C:8]=1[O:21][CH2:20][CH3:19]. The catalyst class is: 14. Reactant: [O-:1][CH2:2][CH3:3].[Na+].[Na].[Cl:6][C:7]1[CH:12]=[C:11]([N+:13]([O-:15])=[O:14])[C:10](Cl)=[CH:9][C:8]=1Cl.C(O)(=O)[CH2:19][C:20](CC(O)=O)(C(O)=O)[OH:21]. (5) Product: [CH3:1][O:2][C:3](=[O:28])[C@@H:4]([O:25][CH2:26][CH3:27])[CH2:5][C:7]1[CH:12]=[CH:11][C:10]([O:13][CH2:14][C:15]2[CH:20]=[CH:19][CH:18]=[CH:17][CH:16]=2)=[CH:9][C:8]=1[C:21]([F:24])([F:22])[F:23]. The catalyst class is: 55. Reactant: [CH3:1][O:2][C:3](=[O:28])[C@@H:4]([O:25][CH2:26][CH3:27])[C@@H:5]([C:7]1[CH:12]=[CH:11][C:10]([O:13][CH2:14][C:15]2[CH:20]=[CH:19][CH:18]=[CH:17][CH:16]=2)=[CH:9][C:8]=1[C:21]([F:24])([F:23])[F:22])O.C([SiH](CC)CC)C.